Predict the reaction yield, written as a fraction of the theoretical maximum amount of product (1.0 means a 100% yield; for example, 0.34 means a 34% yield). From a dataset of Reaction yield outcomes from USPTO patents with 853,638 reactions. (1) The reactants are Br[C:2]1[CH:7]=[CH:6][C:5]([O:8][C:9]2[CH:14]=[CH:13][CH:12]=[C:11]([C:15]#[N:16])[N:10]=2)=[CH:4][CH:3]=1.C1(P(C2C=CC=CC=2)C2C3[O:36]C4C(=CC=CC=4P(C4C=CC=CC=4)C4C=CC=CC=4)C(C)(C)C=3C=CC=2)C=CC=CC=1.O.O.O.[O-]C1C=CC=CC=1.[Na+].[NH2:70][C:71]1[N:75]([CH2:76][C:77]2[CH:82]=[CH:81][C:80]([Cl:83])=[CH:79][CH:78]=2)[N:74]=[C:73]([C:84]([CH3:87])([CH3:86])[CH3:85])[CH:72]=1.C(=O)([O-])O.[Na+]. The catalyst is C1C=CC(/C=C/C(/C=C/C2C=CC=CC=2)=O)=CC=1.C1C=CC(/C=C/C(/C=C/C2C=CC=CC=2)=O)=CC=1.C1C=CC(/C=C/C(/C=C/C2C=CC=CC=2)=O)=CC=1.[Pd].[Pd].O1CCOCC1. The product is [C:84]([C:73]1[CH:72]=[C:71]([NH:70][C:2]2[CH:7]=[CH:6][C:5]([O:8][C:9]3[CH:14]=[CH:13][CH:12]=[C:11]([C:15](=[O:36])[NH2:16])[N:10]=3)=[CH:4][CH:3]=2)[N:75]([CH2:76][C:77]2[CH:82]=[CH:81][C:80]([Cl:83])=[CH:79][CH:78]=2)[N:74]=1)([CH3:87])([CH3:86])[CH3:85]. The yield is 0.160. (2) The reactants are [CH3:1][C:2]1[N:7]=[C:6]2[S:8][C:9]3[CH2:14][CH2:13][CH2:12][CH2:11][C:10]=3[C:5]2=[C:4]([O:15][C:16]2[CH:21]=[CH:20][CH:19]=[CH:18][CH:17]=2)[C:3]=1[CH:22]([O:27][C:28]([CH3:31])([CH3:30])[CH3:29])[C:23]([O:25]C)=[O:24].[OH-].[Na+]. The catalyst is CO. The product is [CH3:1][C:2]1[N:7]=[C:6]2[S:8][C:9]3[CH2:14][CH2:13][CH2:12][CH2:11][C:10]=3[C:5]2=[C:4]([O:15][C:16]2[CH:17]=[CH:18][CH:19]=[CH:20][CH:21]=2)[C:3]=1[CH:22]([O:27][C:28]([CH3:31])([CH3:30])[CH3:29])[C:23]([OH:25])=[O:24]. The yield is 0.340. (3) The reactants are [CH2:1]1[C@@H:5]2[CH:6]3[C:11](=[O:12])[O:10][C:8](=[O:9])[CH:7]3[C@H:2]1[CH:3]=[CH:4]2.C1(C)C=CC=CC=1.COC1C=CC2N=CC=C([C@H](O)[C@@H]3N4C[C@H](C=C)C(CC4)C3)C=2C=1.[CH3:44][OH:45]. The catalyst is C(Cl)(Cl)(Cl)Cl. The product is [CH3:44][O:45][C:11]([C@H:6]1[C@@H:5]2[CH2:1][C@@H:2]([CH:3]=[CH:4]2)[C@H:7]1[C:8]([OH:10])=[O:9])=[O:12]. The yield is 0.940. (4) The catalyst is C(O)C. The yield is 1.00. The reactants are [NH2:1][C:2]1[C:3]2[C:13]([O:14][CH2:15][C:16]([NH:19]C(=O)[O-])([CH3:18])[CH3:17])=[CH:12][CH:11]=[CH:10][C:4]=2[NH:5][S:6](=[O:9])(=[O:8])[N:7]=1.[ClH:23]. The product is [ClH:23].[NH2:1][C:2]1[C:3]2[C:13]([O:14][CH2:15][C:16]([NH2:19])([CH3:17])[CH3:18])=[CH:12][CH:11]=[CH:10][C:4]=2[NH:5][S:6](=[O:9])(=[O:8])[N:7]=1. (5) The reactants are C([O:3][C:4](=[O:35])[CH2:5][N:6]([C:8](=[O:34])[C:9]1[CH:14]=[CH:13][C:12]([F:15])=[C:11]([CH2:16][O:17][C:18]2[CH:23]=[CH:22][C:21]([C:24]3[CH:29]=[C:28]([F:30])[C:27]([F:31])=[CH:26][C:25]=3[O:32][CH3:33])=[CH:20][CH:19]=2)[CH:10]=1)[CH3:7])C.[OH-].[Li+]. The catalyst is C1COCC1. The product is [F:31][C:27]1[C:28]([F:30])=[CH:29][C:24]([C:21]2[CH:20]=[CH:19][C:18]([O:17][CH2:16][C:11]3[CH:10]=[C:9]([CH:14]=[CH:13][C:12]=3[F:15])[C:8]([N:6]([CH2:5][C:4]([OH:35])=[O:3])[CH3:7])=[O:34])=[CH:23][CH:22]=2)=[C:25]([O:32][CH3:33])[CH:26]=1. The yield is 0.960.